Dataset: Forward reaction prediction with 1.9M reactions from USPTO patents (1976-2016). Task: Predict the product of the given reaction. (1) Given the reactants [CH3:1][O:2][C:3]1[C:8]([C:9](OCC)=[O:10])=[CH:7][N:6]=[C:5]([S:14][CH3:15])[N:4]=1.[H-].[H-].[H-].[H-].[Li+].[Al+3], predict the reaction product. The product is: [CH3:1][O:2][C:3]1[C:8]([CH2:9][OH:10])=[CH:7][N:6]=[C:5]([S:14][CH3:15])[N:4]=1. (2) Given the reactants [O:1]1[C:5]2([CH2:10][CH2:9][C:8](=O)[CH2:7][CH2:6]2)[O:4][CH2:3][CH2:2]1.[NH:12]1[CH2:16][CH2:15][C@@H:14]([NH:17][C:18](=[O:24])[O:19][C:20]([CH3:23])([CH3:22])[CH3:21])[CH2:13]1.C(O[BH-](OC(=O)C)OC(=O)C)(=O)C.[Na+], predict the reaction product. The product is: [O:1]1[C:5]2([CH2:10][CH2:9][CH:8]([N:12]3[CH2:16][CH2:15][C@@H:14]([NH:17][C:18](=[O:24])[O:19][C:20]([CH3:22])([CH3:21])[CH3:23])[CH2:13]3)[CH2:7][CH2:6]2)[O:4][CH2:3][CH2:2]1. (3) Given the reactants [OH:1][CH:2]1[CH:7]([C:8]2[CH:13]=[CH:12][C:11]([O:14][CH2:15][CH2:16][CH2:17][O:18][CH2:19][C:20]3[CH:25]=[CH:24][CH:23]=[CH:22][C:21]=3[O:26][CH3:27])=[CH:10][CH:9]=2)[CH2:6][CH2:5][N:4]([C:28]([O:30][C:31]([CH3:34])([CH3:33])[CH3:32])=[O:29])[CH2:3]1.[Br:35][C:36]1[CH:41]=[CH:40][C:39]([CH2:42]Br)=[CH:38][C:37]=1[O:44][CH2:45][CH2:46][CH2:47][O:48][CH3:49], predict the reaction product. The product is: [Br:35][C:36]1[CH:41]=[CH:40][C:39]([CH2:42][O:1][CH:2]2[CH:7]([C:8]3[CH:13]=[CH:12][C:11]([O:14][CH2:15][CH2:16][CH2:17][O:18][CH2:19][C:20]4[CH:25]=[CH:24][CH:23]=[CH:22][C:21]=4[O:26][CH3:27])=[CH:10][CH:9]=3)[CH2:6][CH2:5][N:4]([C:28]([O:30][C:31]([CH3:34])([CH3:33])[CH3:32])=[O:29])[CH2:3]2)=[CH:38][C:37]=1[O:44][CH2:45][CH2:46][CH2:47][O:48][CH3:49]. (4) The product is: [F:11][C:12]([F:23])([F:22])[C:13]1[CH:18]=[C:17]([C:2]2[CH:10]=[CH:9][CH:8]=[C:7]3[C:3]=2[CH:4]=[CH:5][NH:6]3)[CH:16]=[CH:15][CH:14]=1. Given the reactants Br[C:2]1[CH:10]=[CH:9][CH:8]=[C:7]2[C:3]=1[CH:4]=[CH:5][NH:6]2.[F:11][C:12]([F:23])([F:22])[C:13]1[CH:14]=[C:15](B(O)O)[CH:16]=[CH:17][CH:18]=1.[OH-].[Na+], predict the reaction product. (5) Given the reactants Cl[C:2]1[C:7]2[CH2:8][N:9]([CH:12]([C:14]3[CH:19]=[C:18]([CH3:20])[C:17]([O:21][CH2:22][CH:23]([F:25])[F:24])=[CH:16][N:15]=3)[CH3:13])[C:10](=[O:11])[C:6]=2[CH:5]=[CH:4][N:3]=1.[CH:26]([O:28][C:29]1[CH:34]=[CH:33][CH:32]=[CH:31][CH:30]=1)=[O:27], predict the reaction product. The product is: [F:24][CH:23]([F:25])[CH2:22][O:21][C:17]1[C:18]([CH3:20])=[CH:19][C:14]([CH:12]([N:9]2[C:10](=[O:11])[C:6]3[CH:5]=[CH:4][N:3]=[C:2]([C:26]([O:28][C:29]4[CH:34]=[CH:33][CH:32]=[CH:31][CH:30]=4)=[O:27])[C:7]=3[CH2:8]2)[CH3:13])=[N:15][CH:16]=1. (6) Given the reactants [CH3:1][C:2]1[CH:7]=[C:6]([CH3:8])[CH:5]=[C:4]([CH3:9])[C:3]=1[S:10]([NH:13][CH:14]([CH2:19]O)[C:15]([F:18])([F:17])[F:16])(=[O:12])=[O:11].[H-].[Na+].C1(C)C=CC(S(Cl)(=O)=O)=CC=1, predict the reaction product. The product is: [F:16][C:15]([F:18])([F:17])[CH:14]1[CH2:19][N:13]1[S:10]([C:3]1[C:2]([CH3:1])=[CH:7][C:6]([CH3:8])=[CH:5][C:4]=1[CH3:9])(=[O:12])=[O:11]. (7) Given the reactants [NH2:1][C:2]1([C:9]2[CH:14]=[CH:13][C:12]([O:15][CH3:16])=[CH:11][CH:10]=2)[CH2:7][CH2:6][C:5](=O)[CH2:4][CH2:3]1.[NH:17]1[CH2:20][CH:19]([NH:21][C:22]([CH2:24][NH:25][C:26](=[O:37])[C:27]2[CH:32]=[CH:31][CH:30]=[C:29]([C:33]([F:36])([F:35])[F:34])[CH:28]=2)=[O:23])[CH2:18]1, predict the reaction product. The product is: [NH2:1][C:2]1([C:9]2[CH:14]=[CH:13][C:12]([O:15][CH3:16])=[CH:11][CH:10]=2)[CH2:7][CH2:6][CH:5]([N:17]2[CH2:20][CH:19]([NH:21][C:22]([CH2:24][NH:25][C:26](=[O:37])[C:27]3[CH:32]=[CH:31][CH:30]=[C:29]([C:33]([F:36])([F:34])[F:35])[CH:28]=3)=[O:23])[CH2:18]2)[CH2:4][CH2:3]1.